This data is from Peptide-MHC class II binding affinity with 134,281 pairs from IEDB. The task is: Regression. Given a peptide amino acid sequence and an MHC pseudo amino acid sequence, predict their binding affinity value. This is MHC class II binding data. (1) The peptide sequence is LLQGILQIDDTAADV. The MHC is DRB1_0901 with pseudo-sequence DRB1_0901. The binding affinity (normalized) is 0.137. (2) The peptide sequence is YDKFLANVSKVLTGK. The MHC is DRB3_0202 with pseudo-sequence DRB3_0202. The binding affinity (normalized) is 0.907. (3) The peptide sequence is ATSPTAEGGKATTEE. The MHC is HLA-DQA10101-DQB10501 with pseudo-sequence HLA-DQA10101-DQB10501. The binding affinity (normalized) is 0. (4) The peptide sequence is AFSVAATAANAAPAN. The MHC is HLA-DPA10103-DPB10301 with pseudo-sequence HLA-DPA10103-DPB10301. The binding affinity (normalized) is 0.247. (5) The peptide sequence is AYHFKDPQYPVWELT. The MHC is DRB1_0301 with pseudo-sequence DRB1_0301. The binding affinity (normalized) is 0.251. (6) The peptide sequence is WLLIEVLKGMKTTSE. The MHC is DRB1_1501 with pseudo-sequence DRB1_1501. The binding affinity (normalized) is 0.399. (7) The peptide sequence is AHGETVSAVAELIGD. The MHC is HLA-DPA10201-DPB10101 with pseudo-sequence HLA-DPA10201-DPB10101. The binding affinity (normalized) is 0.0337. (8) The binding affinity (normalized) is 0.820. The MHC is DRB1_1101 with pseudo-sequence DRB1_1101. The peptide sequence is KTTRPFKVIIKPPVP. (9) The peptide sequence is EQKYFAATQFEPLAA. The MHC is DRB1_1602 with pseudo-sequence DRB1_1602. The binding affinity (normalized) is 0.522.